Dataset: Reaction yield outcomes from USPTO patents with 853,638 reactions. Task: Predict the reaction yield, written as a fraction of the theoretical maximum amount of product (1.0 means a 100% yield; for example, 0.34 means a 34% yield). (1) The reactants are [NH2:1][C:2]1[N:7]=[CH:6][N:5]=[C:4]2[N:8]([CH2:25][C@H:26]3[CH2:30][CH2:29][CH2:28][N:27]3[C:31](=[O:35])[CH2:32][C:33]#[N:34])[N:9]=[C:10]([C:11]3[CH:16]=[CH:15][C:14]([O:17][C:18]4[CH:23]=[CH:22][CH:21]=[CH:20][CH:19]=4)=[CH:13][C:12]=3[F:24])[C:3]=12.[CH:36]([C@@H:38]1[CH2:42][CH2:41][CH2:40][N:39]1[C:43]([O:45][C:46]([CH3:49])([CH3:48])[CH3:47])=[O:44])=O.N1CCCCC1. The catalyst is C(O)C. The product is [NH2:1][C:2]1[N:7]=[CH:6][N:5]=[C:4]2[N:8]([CH2:25][C@H:26]3[CH2:30][CH2:29][CH2:28][N:27]3[C:31](=[O:35])[C:32]([C:33]#[N:34])=[CH:36][C@@H:38]3[CH2:42][CH2:41][CH2:40][N:39]3[C:43]([O:45][C:46]([CH3:47])([CH3:49])[CH3:48])=[O:44])[N:9]=[C:10]([C:11]3[CH:16]=[CH:15][C:14]([O:17][C:18]4[CH:19]=[CH:20][CH:21]=[CH:22][CH:23]=4)=[CH:13][C:12]=3[F:24])[C:3]=12. The yield is 0.570. (2) The reactants are [C:1]([O:5][C:6]([N:8]1[CH2:13][CH2:12][CH2:11][CH:10]([OH:14])[CH2:9]1)=[O:7])([CH3:4])([CH3:3])[CH3:2].[Na+].[Br-].C([O-])(O)=O.[Na+].[O-]Cl.[Na+]. The catalyst is C1(C)C=CC=CC=1.O.CC1(C)N([O])C(C)(C)CCC1. The product is [C:1]([O:5][C:6]([N:8]1[CH2:13][CH2:12][CH2:11][C:10](=[O:14])[CH2:9]1)=[O:7])([CH3:4])([CH3:2])[CH3:3]. The yield is 0.950. (3) The reactants are [NH:1]1[CH2:11][CH2:10][CH2:9][CH:3](C(OCC)=O)[CH2:2]1.Br[CH2:13][CH2:14][Cl:15].[C:16]([O-:19])([O-])=[O:17].[K+].[K+].[CH3:22][C:23](C)=O. No catalyst specified. The product is [Cl:15][CH2:14][CH2:13][N:1]1[CH2:2][CH2:3][CH:9]([C:16]([O:19][CH2:22][CH3:23])=[O:17])[CH2:10][CH2:11]1. The yield is 0.386. (4) The reactants are [H-].[Na+].[F:3][C:4]([F:9])([F:8])[CH2:5][CH2:6][OH:7].F[C:11]1[C:20]([CH3:21])=[CH:19][C:14]([C:15]([O:17]C)=[O:16])=[CH:13][N:12]=1. The catalyst is C1COCC1.O. The product is [CH3:21][C:20]1[C:11]([O:7][CH2:6][CH2:5][C:4]([F:9])([F:8])[F:3])=[N:12][CH:13]=[C:14]([CH:19]=1)[C:15]([OH:17])=[O:16]. The yield is 1.00. (5) The reactants are [Br:1][CH2:2][CH2:3][CH2:4][C:5]1([CH2:10][CH2:11][C:12]([O:14][CH:15]([CH3:17])[CH3:16])=[O:13])[O:9][CH2:8][CH2:7][O:6]1.[CH2:18]([P:22]([CH2:27][CH2:28][CH2:29][CH3:30])[CH2:23][CH2:24][CH2:25][CH3:26])[CH2:19][CH2:20][CH3:21]. The catalyst is C(#N)C. The product is [Br-:1].[CH2:27]([P+:22]([CH2:18][CH2:19][CH2:20][CH3:21])([CH2:23][CH2:24][CH2:25][CH3:26])[CH2:2][CH2:3][CH2:4][C:5]1([CH2:10][CH2:11][C:12]([O:14][CH:15]([CH3:17])[CH3:16])=[O:13])[O:9][CH2:8][CH2:7][O:6]1)[CH2:28][CH2:29][CH3:30]. The yield is 1.00.